From a dataset of Forward reaction prediction with 1.9M reactions from USPTO patents (1976-2016). Predict the product of the given reaction. (1) The product is: [Br:11][C:12]1[S:16][C:15]2=[N:17][C:18]([C:20]([NH:10][CH2:9][C:6]3[CH:7]=[CH:8][C:3]([O:2][CH3:1])=[CH:4][CH:5]=3)=[O:21])=[CH:19][N:14]2[CH:13]=1. Given the reactants [CH3:1][O:2][C:3]1[CH:8]=[CH:7][C:6]([CH2:9][NH2:10])=[CH:5][CH:4]=1.[Br:11][C:12]1[S:16][C:15]2=[N:17][C:18]([C:20](O)=[O:21])=[CH:19][N:14]2[CH:13]=1, predict the reaction product. (2) Given the reactants [Cl-].[NH4+:2].[Br:3][C:4]1[CH:5]=[C:6]([C:10]2([CH3:20])[CH2:15][N:14]([CH3:16])[C:13](=[O:17])[C:12](OC)=[N:11]2)[CH:7]=[CH:8][CH:9]=1, predict the reaction product. The product is: [NH2:2][C:12]1[C:13](=[O:17])[N:14]([CH3:16])[CH2:15][C:10]([C:6]2[CH:7]=[CH:8][CH:9]=[C:4]([Br:3])[CH:5]=2)([CH3:20])[N:11]=1. (3) Given the reactants [Cl:1][C:2]1[CH:3]=[C:4]([CH:16]=[C:17]([C:21]#[N:22])[C:18]=1[O:19]C)[C:5]([N:7]1[C:11]2[CH:12]=[CH:13][CH:14]=[CH:15][C:10]=2[S:9][CH2:8]1)=[O:6].[Cl-].[Li+].Cl, predict the reaction product. The product is: [Cl:1][C:2]1[CH:3]=[C:4]([CH:16]=[C:17]([C:21]#[N:22])[C:18]=1[OH:19])[C:5]([N:7]1[C:11]2[CH:12]=[CH:13][CH:14]=[CH:15][C:10]=2[S:9][CH2:8]1)=[O:6]. (4) The product is: [N:42]1[C:51]2[C:46](=[CH:47][CH:48]=[CH:49][CH:50]=2)[CH:45]=[C:44]([NH:52][C:15]([C:11]2[CH:10]=[C:9]3[C:14](=[CH:13][CH:12]=2)[N:6]([CH2:1][CH2:2][CH2:3][CH2:4][CH3:5])[CH:7]=[CH:8]3)=[O:17])[CH:43]=1. Given the reactants [CH2:1]([N:6]1[C:14]2[C:9](=[CH:10][C:11]([C:15]([OH:17])=O)=[CH:12][CH:13]=2)[CH:8]=[CH:7]1)[CH2:2][CH2:3][CH2:4][CH3:5].F[P-](F)(F)(F)(F)F.N1(OC(N(C)C)=[N+](C)C)C2C=CC=CC=2N=N1.[N:42]1[C:51]2[C:46](=[CH:47][CH:48]=[CH:49][CH:50]=2)[CH:45]=[C:44]([NH2:52])[CH:43]=1, predict the reaction product. (5) Given the reactants [CH3:1][S:2]([C:5]1[N:10]=[C:9](S(C)(=O)=O)[C:8]([C:15]2[CH:20]=[CH:19][C:18]([Cl:21])=[CH:17][CH:16]=2)=[C:7]([C:22]2[CH:27]=[CH:26][C:25]([Cl:28])=[CH:24][C:23]=2[Cl:29])[N:6]=1)(=[O:4])=[O:3].C([Li])CCC.[OH:35][C:36]1[CH:41]=[CH:40][CH:39]=[CH:38][N:37]=1, predict the reaction product. The product is: [CH3:1][S:2]([C:5]1[N:10]=[C:9]([O:35][C:36]2[CH:41]=[CH:40][CH:39]=[CH:38][N:37]=2)[C:8]([C:15]2[CH:20]=[CH:19][C:18]([Cl:21])=[CH:17][CH:16]=2)=[C:7]([C:22]2[CH:27]=[CH:26][C:25]([Cl:28])=[CH:24][C:23]=2[Cl:29])[N:6]=1)(=[O:3])=[O:4].